Task: Predict the reaction yield, written as a fraction of the theoretical maximum amount of product (1.0 means a 100% yield; for example, 0.34 means a 34% yield).. Dataset: Reaction yield outcomes from USPTO patents with 853,638 reactions (1) The reactants are CN(C(ON1N=NC2C=CC=NC1=2)=[N+](C)C)C.F[P-](F)(F)(F)(F)F.[NH2:25][C:26]1[CH:34]=[CH:33][C:29]([C:30]([OH:32])=O)=[CH:28][C:27]=1[O:35][CH3:36].Cl.[CH3:38][O:39][CH:40]1[CH2:43][NH:42][CH2:41]1.CCN(C(C)C)C(C)C. The catalyst is C1COCC1. The product is [NH2:25][C:26]1[CH:34]=[CH:33][C:29]([C:30]([N:42]2[CH2:43][CH:40]([O:39][CH3:38])[CH2:41]2)=[O:32])=[CH:28][C:27]=1[O:35][CH3:36]. The yield is 0.590. (2) The reactants are [Cl:1][C:2]1[N:3]=[C:4]2[C:9](=[CH:10][CH:11]=1)[N:8]=[CH:7][C:6]([C:12](=[O:14])[CH3:13])=[C:5]2[NH:15][C:16]1[CH:21]=[CH:20][C:19]([CH2:22][CH2:23][N:24]([CH3:26])[CH3:25])=[CH:18][CH:17]=1.[Cl:27][C:28]1[CH:33]=[C:32](B2OC(C)(C)C(C)(C)O2)[CH:31]=[C:30]([Cl:43])[C:29]=1[OH:44].C1(N)C(F)=C(F)C(F)=C(N)C=1F.Cl.Cl. No catalyst specified. The product is [ClH:1].[ClH:27].[Cl:27][C:28]1[CH:33]=[C:32]([C:2]2[N:3]=[C:4]3[C:9](=[CH:10][CH:11]=2)[N:8]=[CH:7][C:6]([C:12](=[O:14])[CH3:13])=[C:5]3[NH:15][C:16]2[CH:17]=[CH:18][C:19]([CH2:22][CH2:23][N:24]([CH3:26])[CH3:25])=[CH:20][CH:21]=2)[CH:31]=[C:30]([Cl:43])[C:29]=1[OH:44]. The yield is 0.280. (3) The reactants are N1C=CC=CC=1.N1C(F)=NC(F)=NC=1F.[F:16][C:17]([F:31])([F:30])[C:18]1[CH:19]=[CH:20][C:21]2[S:25][C:24]([C:26](O)=[O:27])=[CH:23][C:22]=2[CH:29]=1.[BH4-].[Na+].OS(O)(=O)=O. The catalyst is C(Cl)Cl.CO. The product is [F:30][C:17]([F:16])([F:31])[C:18]1[CH:19]=[CH:20][C:21]2[S:25][C:24]([CH2:26][OH:27])=[CH:23][C:22]=2[CH:29]=1. The yield is 0.546. (4) The reactants are [NH2:1][C:2]1[CH:3]=[C:4]([CH:16]=[CH:17][CH:18]=1)[O:5][C:6]1[CH:11]=[CH:10][N:9]=[C:8]2[NH:12][C:13](=[O:15])[NH:14][C:7]=12.[F:19][C:20]1[CH:21]=[C:22]([N:27]=[C:28]=[O:29])[CH:23]=[CH:24][C:25]=1[F:26]. No catalyst specified. The product is [F:19][C:20]1[CH:21]=[C:22]([NH:27][C:28]([NH:1][C:2]2[CH:18]=[CH:17][CH:16]=[C:4]([O:5][C:6]3[CH:11]=[CH:10][N:9]=[C:8]4[NH:12][C:13](=[O:15])[NH:14][C:7]=34)[CH:3]=2)=[O:29])[CH:23]=[CH:24][C:25]=1[F:26]. The yield is 0.230. (5) The reactants are Cl[C:2]1[N:3]=[N:4][C:5]([C:8]2[CH:13]=[CH:12][CH:11]=[CH:10][CH:9]=2)=[CH:6][CH:7]=1.[Cl-].C(C1C=CC=C(CCC)C=1[N+:27]1[CH:31]=[CH:30][N:29]([C:32]2[C:37]([CH2:38]CC)=CC=CC=2CCC)C=1)CC.[C:44]([O-:47])([O-])=[O:45].[Cs+].[Cs+].[C:50]1([CH3:56])[CH:55]=CC=C[CH:51]=1. The catalyst is C1C=CC(/C=C/C(/C=C/C2C=CC=CC=2)=O)=CC=1.C1C=CC(/C=C/C(/C=C/C2C=CC=CC=2)=O)=CC=1.C1C=CC(/C=C/C(/C=C/C2C=CC=CC=2)=O)=CC=1.[Pd].[Pd]. The product is [C:50]([O:47][C:44]([N:27]1[CH2:38][C@@H:37]2[C@H:31]1[CH2:30][N:29]([C:2]1[N:3]=[N:4][C:5]([C:8]3[CH:13]=[CH:12][CH:11]=[CH:10][CH:9]=3)=[CH:6][CH:7]=1)[CH2:32]2)=[O:45])([CH3:56])([CH3:55])[CH3:51]. The yield is 0.430. (6) The reactants are N#N.C(O)C.Cl.[NH2:7][C:8]1[CH:13]=[CH:12][CH:11]=[CH:10][C:9]=1B(O)O.[CH3:17][O:18][C:19](=[O:27])[CH2:20][C:21]1[S:22][C:23](Br)=[CH:24][CH:25]=1. The catalyst is O.C1(C)C=CC=CC=1.[Pd].C1(P(C2C=CC=CC=2)C2C=CC=CC=2)C=CC=CC=1.C1(P(C2C=CC=CC=2)C2C=CC=CC=2)C=CC=CC=1.C1(P(C2C=CC=CC=2)C2C=CC=CC=2)C=CC=CC=1.C1(P(C2C=CC=CC=2)C2C=CC=CC=2)C=CC=CC=1. The product is [CH3:17][O:18][C:19](=[O:27])[CH2:20][C:21]1[S:22][C:23]([C:9]2[CH:10]=[CH:11][CH:12]=[CH:13][C:8]=2[NH2:7])=[CH:24][CH:25]=1. The yield is 0.510. (7) The reactants are [F:1][C:2]1[CH:11]=[C:10]2[C:5]([N:6]=[CH:7][C:8](O)=[N:9]2)=[CH:4][CH:3]=1.P(Cl)(Cl)([Cl:15])=O. The catalyst is C(OCC)(=O)C. The product is [Cl:15][C:8]1[CH:7]=[N:6][C:5]2[C:10](=[CH:11][C:2]([F:1])=[CH:3][CH:4]=2)[N:9]=1. The yield is 0.840. (8) The reactants are C([N:11]1[CH2:16][CH2:15][N:14]([C:17]2[CH:22]=[C:21]([Cl:23])[C:20]([Cl:24])=[CH:19][C:18]=2[N+:25]([O-])=O)[C@H:13]([C:28]([OH:30])=O)[CH2:12]1)(OCC1C=CC=CC=1)=O. The catalyst is C(O)(=O)C.[Fe]. The product is [Cl:24][C:20]1[CH:19]=[C:18]2[C:17](=[CH:22][C:21]=1[Cl:23])[N:14]1[CH2:15][CH2:16][NH:11][CH2:12][C@H:13]1[C:28](=[O:30])[NH:25]2. The yield is 0.806.